Dataset: Reaction yield outcomes from USPTO patents with 853,638 reactions. Task: Predict the reaction yield, written as a fraction of the theoretical maximum amount of product (1.0 means a 100% yield; for example, 0.34 means a 34% yield). The reactants are C(OC([N:8]1[CH2:12][CH2:11][CH2:10][CH:9]1[C:13](=[O:32])[NH:14][C:15]1[CH:20]=[CH:19][C:18]([C:21]2[CH:26]=[CH:25][CH:24]=[CH:23][C:22]=2[S:27]([CH3:30])(=[O:29])=[O:28])=[CH:17][C:16]=1[CH3:31])=O)(C)(C)C.FC(F)(F)C(O)=O. The catalyst is C(Cl)Cl. The product is [CH3:30][S:27]([C:22]1[CH:23]=[CH:24][CH:25]=[CH:26][C:21]=1[C:18]1[CH:19]=[CH:20][C:15]([NH:14][C:13]([CH:9]2[CH2:10][CH2:11][CH2:12][NH:8]2)=[O:32])=[C:16]([CH3:31])[CH:17]=1)(=[O:29])=[O:28]. The yield is 0.930.